Dataset: Catalyst prediction with 721,799 reactions and 888 catalyst types from USPTO. Task: Predict which catalyst facilitates the given reaction. (1) The catalyst class is: 1. Product: [NH2:13][C@@H:12]([C@H:11]([CH3:17])[CH2:10][C:9]([F:8])([F:18])[F:19])[CH2:14][OH:15]. Reactant: [BH4-].[Li+].Cl[Si](C)(C)C.[F:8][C:9]([F:19])([F:18])[CH2:10][C@@H:11]([CH3:17])[C@@H:12]([C:14](O)=[O:15])[NH2:13].CO. (2) Reactant: [Cl:1][C:2]1[N:7]=[C:6](Cl)[CH:5]=[CH:4][N:3]=1.[NH:9]1[CH2:14][CH2:13][CH:12]([C:15]([O:17][CH2:18][CH3:19])=[O:16])[CH2:11][CH2:10]1.C(N(CC)CC)C.C(OCC)(=O)C. Product: [Cl:1][C:2]1[N:7]=[C:6]([N:9]2[CH2:14][CH2:13][CH:12]([C:15]([O:17][CH2:18][CH3:19])=[O:16])[CH2:11][CH2:10]2)[CH:5]=[CH:4][N:3]=1. The catalyst class is: 3. (3) Reactant: [Cl:1][C:2]1[CH:7]=[CH:6][C:5]([S:8][C:9]2[C:10]([C:20]3[CH:25]=[CH:24][C:23]([C:26]#[N:27])=[CH:22][CH:21]=3)=[N:11][N:12]([C:14]3[CH:15]=[N:16][CH:17]=[CH:18][CH:19]=3)[CH:13]=2)=[CH:4][CH:3]=1.NO.C([O-])([O-])=[O:31].[K+].[K+]. Product: [Cl:1][C:2]1[CH:3]=[CH:4][C:5]([S:8][C:9]2[C:10]([C:20]3[CH:25]=[CH:24][C:23]([C:26]([NH2:27])=[O:31])=[CH:22][CH:21]=3)=[N:11][N:12]([C:14]3[CH:15]=[N:16][CH:17]=[CH:18][CH:19]=3)[CH:13]=2)=[CH:6][CH:7]=1. The catalyst class is: 8. (4) Reactant: [NH2:1][C:2]1[CH:7]=[CH:6][C:5]([CH:8]([C:16]([O:18][C:19]([CH3:22])([CH3:21])[CH3:20])=[O:17])[C:9]([O:11][C:12]([CH3:15])([CH3:14])[CH3:13])=[O:10])=[CH:4][CH:3]=1.[C:23]([O:34][CH3:35])(=[O:33])[CH2:24][CH2:25][CH2:26][CH2:27][CH2:28][CH2:29][C:30]([O-])=[O:31].C(N=C=NCCCN(C)C)C. Product: [CH3:35][O:34][C:23](=[O:33])[CH2:24][CH2:25][CH2:26][CH2:27][CH2:28][CH2:29][C:30]([NH:1][C:2]1[CH:7]=[CH:6][C:5]([CH:8]([C:9]([O:11][C:12]([CH3:15])([CH3:13])[CH3:14])=[O:10])[C:16]([O:18][C:19]([CH3:22])([CH3:21])[CH3:20])=[O:17])=[CH:4][CH:3]=1)=[O:31]. The catalyst class is: 2. (5) Reactant: [N:1]1([C:7]([O:9][C:10]([CH3:13])([CH3:12])[CH3:11])=[O:8])[CH2:6][CH2:5][NH:4][CH2:3][CH2:2]1.[N:14]1([C:19](N2C=CN=C2)=[S:20])C=CN=C1.O.[NH2:27]N. Product: [NH:14]([C:19]([N:4]1[CH2:5][CH2:6][N:1]([C:7]([O:9][C:10]([CH3:13])([CH3:12])[CH3:11])=[O:8])[CH2:2][CH2:3]1)=[S:20])[NH2:27]. The catalyst class is: 1. (6) Reactant: NC1C=CC=CN=1.BrC(C=O)C=O.[N:14]1[CH:15]=[C:16]([CH:23]=O)[N:17]2[CH:22]=[CH:21][CH:20]=[CH:19][C:18]=12.C(N(CC)CC)C.Cl.[NH2:33][CH2:34][CH:35]([C:41]1[CH:46]=[CH:45][CH:44]=[CH:43][CH:42]=1)[CH2:36][C:37](OC)=[O:38]. Product: [N:14]1[CH:15]=[C:16]([CH2:23][N:33]2[CH2:34][CH:35]([C:41]3[CH:46]=[CH:45][CH:44]=[CH:43][CH:42]=3)[CH2:36][C:37]2=[O:38])[N:17]2[CH:22]=[CH:21][CH:20]=[CH:19][C:18]=12. The catalyst class is: 714.